From a dataset of Full USPTO retrosynthesis dataset with 1.9M reactions from patents (1976-2016). Predict the reactants needed to synthesize the given product. (1) Given the product [C:1]([C:3]1[C:4]([N:15]2[CH2:21][CH2:20][CH2:19][N:18]([C:41]([NH:40][S:37]([C:31]3[CH:32]=[CH:33][CH:34]=[CH:35][CH:36]=3)(=[O:39])=[O:38])=[O:42])[CH2:17][CH2:16]2)=[N:5][C:6]([CH3:14])=[C:7]([CH:13]=1)[C:8]([O:10][CH2:11][CH3:12])=[O:9])#[N:2], predict the reactants needed to synthesize it. The reactants are: [C:1]([C:3]1[C:4]([N:15]2[CH2:21][CH2:20][CH2:19][NH:18][CH2:17][CH2:16]2)=[N:5][C:6]([CH3:14])=[C:7]([CH:13]=1)[C:8]([O:10][CH2:11][CH3:12])=[O:9])#[N:2].CCN(C(C)C)C(C)C.[C:31]1([S:37]([N:40]=[C:41]=[O:42])(=[O:39])=[O:38])[CH:36]=[CH:35][CH:34]=[CH:33][CH:32]=1.CCOC(C)=O. (2) Given the product [F:1][C:2]1[CH:7]=[CH:6][C:5]([O:28][C:25]2[CH:24]=[CH:23][C:22]([C:21]3[C:14]4=[N:13][S:12](=[O:29])(=[O:11])[CH2:17][CH2:16][N:15]4[CH:18]=[CH:19][CH:20]=3)=[CH:27][CH:26]=2)=[CH:4][CH:3]=1, predict the reactants needed to synthesize it. The reactants are: [F:1][C:2]1[CH:7]=[CH:6][C:5](B(O)O)=[CH:4][CH:3]=1.[O:11]=[S:12]1(=[O:29])[CH2:17][CH2:16][N:15]2[CH:18]=[CH:19][CH:20]=[C:21]([C:22]3[CH:27]=[CH:26][C:25]([OH:28])=[CH:24][CH:23]=3)[C:14]2=[N:13]1.C(N(CC)CC)C. (3) Given the product [O:1]([C@@:9]12[C@H:17]([C:16]([O:20][CH3:21])=[O:19])[CH2:18][C@@H:15]1[CH2:14][CH2:13][CH2:12][CH2:11][CH2:10]2)[Si:2]([C:5]([CH3:8])([CH3:7])[CH3:6])([CH3:4])[CH3:3], predict the reactants needed to synthesize it. The reactants are: [O:1]([C:9]1[CH2:15][CH2:14][CH2:13][CH2:12][CH2:11][CH:10]=1)[Si:2]([C:5]([CH3:8])([CH3:7])[CH3:6])([CH3:4])[CH3:3].[C:16]([O:20][CH3:21])(=[O:19])[CH:17]=[CH2:18].[N-](S(C(F)(F)F)(=O)=O)S(C(F)(F)F)(=O)=O.C(=O)(O)[O-]. (4) Given the product [ClH:1].[CH3:17][N:16]1[CH2:18][CH2:22][CH2:21][C@H:15]1[CH:2]1[C:14]2[N:6]([N:7]=[C:8]3[C:13]=2[CH:12]=[CH:11][CH:10]=[CH:9]3)[CH2:5][CH2:4][O:3]1, predict the reactants needed to synthesize it. The reactants are: [Cl-:1].[C@H:2]1([CH2:15][NH+:16]([CH3:18])[CH3:17])[C:14]2[N:6]([N:7]=[C:8]3[C:13]=2[CH:12]=[CH:11][CH:10]=[CH:9]3)[CH2:5][CH2:4][O:3]1.Cl.N1CC[CH2:22][C@H:21]1C1C2N(N=C3C=2C=CC=C3)CCO1.